This data is from Forward reaction prediction with 1.9M reactions from USPTO patents (1976-2016). The task is: Predict the product of the given reaction. (1) Given the reactants [NH2:1][CH2:2][C@H:3]1[C@H:9]([C:10]2[CH:15]=[CH:14][C:13]([Cl:16])=[C:12]([F:17])[CH:11]=2)[O:8][CH2:7][CH2:6][N:5](C(OC(C)(C)C)=O)[CH2:4]1.[C:25]1([S:31]([NH:34][CH2:35][C:36](O)=[O:37])(=[O:33])=[O:32])[CH:30]=[CH:29][CH:28]=[CH:27][CH:26]=1, predict the reaction product. The product is: [ClH:16].[Cl:16][C:13]1[CH:14]=[CH:15][C:10]([C@@H:9]2[O:8][CH2:7][CH2:6][NH:5][CH2:4][C@H:3]2[CH2:2][NH:1][C:36](=[O:37])[CH2:35][NH:34][S:31]([C:25]2[CH:26]=[CH:27][CH:28]=[CH:29][CH:30]=2)(=[O:33])=[O:32])=[CH:11][C:12]=1[F:17]. (2) Given the reactants C(=[N:14][N:15]=[CH:16][C:17]1[S:18][C:19]([C:23](C)(C)[O:24][SiH2]C(C)(C)C)=[CH:20][C:21]=1Br)(C1C=CC=CC=1)C1C=CC=CC=1.C(=NN)(C1C=CC=CC=1)C1C=CC=CC=1.C(=O)([O-])[O-].[Cs+].[Cs+], predict the reaction product. The product is: [NH:14]1[C:21]2[CH:20]=[C:19]([CH2:23][OH:24])[S:18][C:17]=2[CH:16]=[N:15]1. (3) Given the reactants [CH3:1][N:2]([CH2:4][C:5]1[CH:39]=[CH:38][C:8]([O:9][CH2:10][C:11]([N:13]2[CH2:18][CH2:17][N:16]([C:19]3[CH:24]=[CH:23][C:22]([N:25]4[CH2:29][C@H:28]([CH2:30][NH:31][C:32](=S)[CH2:33]C)[O:27][C:26]4=[O:36])=[CH:21][C:20]=3[F:37])[CH2:15][CH2:14]2)=[O:12])=[CH:7][CH:6]=1)[CH3:3].C(Cl)(=[O:42])C, predict the reaction product. The product is: [CH3:1][N:2]([CH2:4][C:5]1[CH:6]=[CH:7][C:8]([O:9][CH2:10][C:11]([N:13]2[CH2:14][CH2:15][N:16]([C:19]3[CH:24]=[CH:23][C:22]([N:25]4[CH2:29][C@H:28]([CH2:30][NH:31][C:32](=[O:42])[CH3:33])[O:27][C:26]4=[O:36])=[CH:21][C:20]=3[F:37])[CH2:17][CH2:18]2)=[O:12])=[CH:38][CH:39]=1)[CH3:3]. (4) Given the reactants [CH2:1]1[CH2:14][O:13][C:8]23[O:9][CH2:10][CH2:11][O:12][C:3]2([C@:4]2([CH2:27][CH2:26][C@H:25]4[C@@H:15]([CH2:16][C@H:17]([CH:28]=[CH2:29])[CH:18]5[C@:23]4([CH3:24])[CH2:22][CH2:21][CH2:20][CH2:19]5)[C@@H:6]2[CH2:7]3)[CH3:5])[O:2]1.C1COC23OCCOC2([C@]2(CC[C@H]4[C@@H](C[C@H](CO)C5[C@]4(C)CCCC5)[C@@H]2C3)C)[O:31]1, predict the reaction product. The product is: [CH2:11]1[CH2:10][O:9][C:8]23[O:13][CH2:14][CH2:1][O:2][C:3]2([C@:4]2([CH2:27][CH2:26][C@H:25]4[C@@H:15]([CH2:16][C@H:17]([CH2:28][CH2:29][OH:31])[CH:18]5[C@:23]4([CH3:24])[CH2:22][CH2:21][CH2:20][CH2:19]5)[C@@H:6]2[CH2:7]3)[CH3:5])[O:12]1. (5) Given the reactants C(OC(=O)C1C=CC(C2N=C3C(=NC=2)N=C(SC)N=C3[NH:23][CH2:24][C:25]([F:28])([F:27])[F:26])=CC=1)C.[Cl:30][C:31]1[CH:32]=[C:33]([C:38]2[N:39]=[C:40]3[C:45](=[N:46][CH:47]=2)[N:44]=[C:43]([S:48][CH3:49])[N:42]=[C:41]3O)[CH:34]=[CH:35][C:36]=1[F:37], predict the reaction product. The product is: [Cl:30][C:31]1[CH:32]=[C:33]([C:38]2[N:39]=[C:40]3[C:45](=[N:46][CH:47]=2)[N:44]=[C:43]([S:48][CH3:49])[N:42]=[C:41]3[NH:23][CH2:24][C:25]([F:28])([F:27])[F:26])[CH:34]=[CH:35][C:36]=1[F:37].